Dataset: Full USPTO retrosynthesis dataset with 1.9M reactions from patents (1976-2016). Task: Predict the reactants needed to synthesize the given product. (1) Given the product [C:17]1([S:23]([N:1]2[C:9]3[C:4](=[CH:5][CH:6]=[CH:7][CH:8]=3)[CH:3]=[CH:2]2)(=[O:25])=[O:24])[CH:22]=[CH:21][CH:20]=[CH:19][CH:18]=1, predict the reactants needed to synthesize it. The reactants are: [NH:1]1[C:9]2[C:4](=[CH:5][CH:6]=[CH:7][CH:8]=2)[CH:3]=[C:2]1C(OCC)=O.[H-].[Na+].[C:17]1([S:23](Cl)(=[O:25])=[O:24])[CH:22]=[CH:21][CH:20]=[CH:19][CH:18]=1.ClCCl. (2) Given the product [F:13][C:14]1[CH:15]=[C:16]([CH:24]=[C:25]([F:27])[C:26]=1[CH:31]=[O:32])[C:17]([O:19][C:20]([CH3:23])([CH3:22])[CH3:21])=[O:18], predict the reactants needed to synthesize it. The reactants are: C(NC(C)C)(C)C.[Li]CCCC.[F:13][C:14]1[CH:15]=[C:16]([CH:24]=[C:25]([F:27])[CH:26]=1)[C:17]([O:19][C:20]([CH3:23])([CH3:22])[CH3:21])=[O:18].CN([CH:31]=[O:32])C. (3) Given the product [C:1]([O:5][C@@H:6]([C:10]1[C:29]([CH3:30])=[CH:28][C:13]2[N:14]=[C:15]([C:17]3[CH:18]=[C:19]4[C:23](=[CH:24][CH:25]=3)[NH:22][C:21](=[O:27])[CH2:20]4)[S:16][C:12]=2[C:11]=1[C:31]1[CH:36]=[CH:35][C:34]([Cl:37])=[CH:33][CH:32]=1)[C:7]([OH:9])=[O:8])([CH3:4])([CH3:2])[CH3:3], predict the reactants needed to synthesize it. The reactants are: [C:1]([O:5][C@@H:6]([C:10]1[C:29]([CH3:30])=[CH:28][C:13]2[N:14]=[C:15]([C:17]3[CH:18]=[C:19]4[C:23](=[CH:24][CH:25]=3)[N:22](C)[C:21](=[O:27])[CH2:20]4)[S:16][C:12]=2[C:11]=1[C:31]1[CH:36]=[CH:35][C:34]([Cl:37])=[CH:33][CH:32]=1)[C:7]([OH:9])=[O:8])([CH3:4])([CH3:3])[CH3:2].BrC1C=C2C(=CC=1)NC(=O)C2.